This data is from Catalyst prediction with 721,799 reactions and 888 catalyst types from USPTO. The task is: Predict which catalyst facilitates the given reaction. (1) Reactant: [H-].[Na+].[C:3]([O:10][CH3:11])(=[O:9])[CH2:4][C:5]([O:7][CH3:8])=[O:6].[H][H].Cl[C:15]1[CH:20]=[C:19]([S:21][CH3:22])[N:18]=[CH:17][N:16]=1. Product: [CH3:8][O:7][C:5](=[O:6])[CH:4]([C:15]1[CH:20]=[C:19]([S:21][CH3:22])[N:18]=[CH:17][N:16]=1)[C:3]([O:10][CH3:11])=[O:9]. The catalyst class is: 16. (2) Reactant: [N+:1]([C:4]1[CH:9]=[CH:8][C:7]([OH:10])=[CH:6][CH:5]=1)([O-:3])=[O:2].C(=O)([O-])[O-].[K+].[K+].Br[CH2:18][CH2:19][CH2:20][CH2:21][CH:22]=[CH2:23]. Product: [CH2:23]([O:10][C:7]1[CH:8]=[CH:9][C:4]([N+:1]([O-:3])=[O:2])=[CH:5][CH:6]=1)[CH2:22][CH2:21][CH2:20][CH:19]=[CH2:18]. The catalyst class is: 10. (3) Reactant: Cl[CH2:2][C:3]([CH:5]1[CH2:10][CH2:9][CH2:8][CH2:7][CH:6]1[C:11]([O:13][CH3:14])=[O:12])=O.[C:15](=[S:18])([NH2:17])[CH3:16]. Product: [CH3:16][C:15]1[S:18][CH:2]=[C:3]([CH:5]2[CH2:10][CH2:9][CH2:8][CH2:7][CH:6]2[C:11]([O:13][CH3:14])=[O:12])[N:17]=1. The catalyst class is: 225.